Dataset: Forward reaction prediction with 1.9M reactions from USPTO patents (1976-2016). Task: Predict the product of the given reaction. (1) Given the reactants [O:1]1[C:6]2[CH:7]=[CH:8][CH:9]=[CH:10][C:5]=2[NH:4][C:3](=[O:11])[CH2:2]1.C([Li])CCC.Cl[C:18]([O:20][C:21]1[CH:26]=[CH:25][CH:24]=[CH:23][CH:22]=1)=[O:19], predict the reaction product. The product is: [O:1]1[C:6]2[CH:7]=[CH:8][CH:9]=[CH:10][C:5]=2[N:4]([C:18]([O:20][C:21]2[CH:26]=[CH:25][CH:24]=[CH:23][CH:22]=2)=[O:19])[C:3](=[O:11])[CH2:2]1. (2) The product is: [NH2:44][C:31](=[O:32])[C@@H:30]([O:29][C:28]1[CH:35]=[CH:36][C:37]([Cl:38])=[C:26]([CH:27]=1)[CH2:25][N:21]1[C:22]2[C:18](=[CH:17][C:16]([C:14]([NH:13][C@H:11]([C:8]3[CH:9]=[CH:10][C:5]([C:1]([CH3:3])([CH3:4])[CH3:2])=[CH:6][CH:7]=3)[CH3:12])=[O:15])=[CH:24][CH:23]=2)[C:19]([CH3:40])=[C:20]1[CH3:39])[CH3:34]. Given the reactants [C:1]([C:5]1[CH:10]=[CH:9][C:8]([C@@H:11]([NH:13][C:14]([C:16]2[CH:17]=[C:18]3[C:22](=[CH:23][CH:24]=2)[N:21]([CH2:25][C:26]2[CH:27]=[C:28]([CH:35]=[CH:36][C:37]=2[Cl:38])[O:29][C@@H:30]([CH3:34])[C:31](O)=[O:32])[C:20]([CH3:39])=[C:19]3[CH3:40])=[O:15])[CH3:12])=[CH:7][CH:6]=1)([CH3:4])([CH3:3])[CH3:2].[NH4+].[Cl-].C[N:44](C(ON1N=NC2C=CC=NC1=2)=[N+](C)C)C.F[P-](F)(F)(F)(F)F.CCN(C(C)C)C(C)C, predict the reaction product. (3) Given the reactants [CH2:1]([N:3]1[C:7]2=[N:8][C:9]([CH2:28][CH3:29])=[C:10]([CH2:26]O)[C:11]([NH:12][CH:13]3[CH2:18][CH2:17][N:16]([C:19]([O:21][C:22]([CH3:25])([CH3:24])[CH3:23])=[O:20])[CH2:15][CH2:14]3)=[C:6]2[CH:5]=[N:4]1)[CH3:2].[N-:30]=[N+:31]=[N-:32].[Na+].C(Br)(Br)(Br)Br.C1(P(C2C=CC=CC=2)C2C=CC=CC=2)C=CC=CC=1, predict the reaction product. The product is: [N:30]([CH2:26][C:10]1[C:11]([NH:12][CH:13]2[CH2:18][CH2:17][N:16]([C:19]([O:21][C:22]([CH3:25])([CH3:24])[CH3:23])=[O:20])[CH2:15][CH2:14]2)=[C:6]2[CH:5]=[N:4][N:3]([CH2:1][CH3:2])[C:7]2=[N:8][C:9]=1[CH2:28][CH3:29])=[N+:31]=[N-:32]. (4) Given the reactants [C:1]([N:5]1[CH:28]=[C:27]2[C:7]([CH:8]=[CH:9][C:10]3([CH2:26]2)[CH2:15][CH2:14][N:13]([C:16]([O:18][CH2:19][C:20]2[CH:25]=[CH:24][CH:23]=[CH:22][CH:21]=2)=[O:17])[CH2:12][CH2:11]3)=[N:6]1)([CH3:4])([CH3:3])[CH3:2].[Br:29]N1C(=O)CCC1=O.CO.[O:39]1[CH2:43]CCC1, predict the reaction product. The product is: [Br:29][CH:9]1[C:10]2([CH2:11][CH2:12][N:13]([C:16]([O:18][CH2:19][C:20]3[CH:21]=[CH:22][CH:23]=[CH:24][CH:25]=3)=[O:17])[CH2:14][CH2:15]2)[CH2:26][C:27]2[C:7](=[N:6][N:5]([C:1]([CH3:4])([CH3:2])[CH3:3])[CH:28]=2)[CH:8]1[O:39][CH3:43]. (5) The product is: [CH3:60][O:61][C:62]([NH:64][C@@H:65]([CH:69]([CH3:71])[CH3:70])[C:66]([N:40]1[CH2:41][CH2:42][CH2:43][C@H:39]1[C:37]1[NH:38][C:34]([C:31]2[CH:32]=[CH:33][C:28]([C:25]3[CH:26]=[CH:27][C:22]([C:19]4[CH:20]=[CH:21][C:15]5[N:14]=[C:13]([C@@H:9]6[CH2:10][CH2:11][CH2:12][N:8]6[C:6]([O:5][C:1]([CH3:3])([CH3:4])[CH3:2])=[O:7])[NH:17][C:16]=5[CH:18]=4)=[CH:23][CH:24]=3)=[CH:29][CH:30]=2)=[CH:35][N:36]=1)=[O:67])=[O:63]. Given the reactants [C:1]([O:5][C:6]([N:8]1[CH2:12][CH2:11][CH2:10][C@H:9]1[C:13]1[NH:17][C:16]2[CH:18]=[C:19]([C:22]3[CH:27]=[CH:26][C:25]([C:28]4[CH:33]=[CH:32][C:31]([C:34]5[NH:38][C:37]([C@@H:39]6[CH2:43][CH2:42][CH2:41][N:40]6C(OCC6C=CC=CC=6)=O)=[N:36][CH:35]=5)=[CH:30][CH:29]=4)=[CH:24][CH:23]=3)[CH:20]=[CH:21][C:15]=2[N:14]=1)=[O:7])([CH3:4])([CH3:3])[CH3:2].C(=O)([O-])[O-].[K+].[K+].[CH3:60][O:61][C:62]([NH:64][C@@H:65]([CH:69]([CH3:71])[CH3:70])[C:66](O)=[O:67])=[O:63].CN(C(ON1N=NC2C=CC=NC1=2)=[N+](C)C)C.F[P-](F)(F)(F)(F)F.C(N(C(C)C)CC)(C)C, predict the reaction product.